Dataset: Reaction yield outcomes from USPTO patents with 853,638 reactions. Task: Predict the reaction yield, written as a fraction of the theoretical maximum amount of product (1.0 means a 100% yield; for example, 0.34 means a 34% yield). (1) The reactants are Cl[C:2]1[N:7]=[C:6]([NH:8][C@@H:9]2[CH2:14][CH2:13][CH2:12][CH2:11][C@H:10]2[N:15]([CH3:20])[S:16]([CH3:19])(=[O:18])=[O:17])[C:5]([Cl:21])=[CH:4][N:3]=1.[NH2:22][C:23]1[CH:37]=[CH:36][C:26]2[N:27]([CH3:35])[C:28](=[O:34])[CH2:29][CH2:30][C:31]([CH3:33])([CH3:32])[C:25]=2[CH:24]=1.C12(CS(O)(=O)=O)C(C)(C)C(CC1)CC2=O.C(=O)([O-])[O-]. The catalyst is C(O)(C)C. The product is [Cl:21][C:5]1[C:6]([NH:8][C@@H:9]2[CH2:14][CH2:13][CH2:12][CH2:11][C@H:10]2[N:15]([CH3:20])[S:16]([CH3:19])(=[O:18])=[O:17])=[N:7][C:2]([NH:22][C:23]2[CH:37]=[CH:36][C:26]3[N:27]([CH3:35])[C:28](=[O:34])[CH2:29][CH2:30][C:31]([CH3:33])([CH3:32])[C:25]=3[CH:24]=2)=[N:3][CH:4]=1. The yield is 0.530. (2) The reactants are [N+:1]([C:4]1[CH:5]=[C:6]2[C:10](=[CH:11][CH:12]=1)[NH:9][N:8]=[CH:7]2)([O-])=O. The catalyst is CO.[Pd]. The product is [NH:9]1[C:10]2[C:6](=[CH:5][C:4]([NH2:1])=[CH:12][CH:11]=2)[CH:7]=[N:8]1. The yield is 0.970. (3) The reactants are [Br:1][C:2]1[CH:3]=[C:4]([CH:12]([OH:14])[CH3:13])[CH:5]=[C:6]([C:8]([F:11])([F:10])[F:9])[CH:7]=1.ClC1C=C(C=C(C(F)(F)F)C=1)C=O. No catalyst specified. The product is [Br:1][C:2]1[CH:3]=[C:4]([C:12](=[O:14])[CH3:13])[CH:5]=[C:6]([C:8]([F:10])([F:11])[F:9])[CH:7]=1. The yield is 0.850. (4) The reactants are [ClH:1].[CH3:2][O:3][C:4]1[CH:5]=[C:6](/[C:12](=[CH:15]/[C:16]2[S:17][C:18]([N:21]3[CH2:26][CH2:25][CH:24]([OH:27])[CH2:23][CH2:22]3)=[CH:19][CH:20]=2)/[C:13]#[N:14])[CH:7]=[CH:8][C:9]=1[O:10][CH3:11]. No catalyst specified. The product is [ClH:1].[CH3:2][O:3][C:4]1[CH:5]=[C:6](/[C:12](=[CH:15]/[C:16]2[S:17][C:18]([N:21]3[CH2:22][CH2:23][CH:24]([OH:27])[CH2:25][CH2:26]3)=[CH:19][CH:20]=2)/[C:13]#[N:14])[CH:7]=[CH:8][C:9]=1[O:10][CH3:11]. The yield is 0.870.